This data is from Catalyst prediction with 721,799 reactions and 888 catalyst types from USPTO. The task is: Predict which catalyst facilitates the given reaction. (1) Reactant: P(Cl)(Cl)([Cl:3])=O.[CH2:6]([N:13]1[C:17]2[N:18]=[C:19](O)[CH:20]=[C:21]([C:22]([O:24][CH2:25][CH3:26])=[O:23])[C:16]=2[CH:15]=[N:14]1)[C:7]1[CH:12]=[CH:11][CH:10]=[CH:9][CH:8]=1.C(O)(C)C. Product: [CH2:6]([N:13]1[C:17]2[N:18]=[C:19]([Cl:3])[CH:20]=[C:21]([C:22]([O:24][CH2:25][CH3:26])=[O:23])[C:16]=2[CH:15]=[N:14]1)[C:7]1[CH:12]=[CH:11][CH:10]=[CH:9][CH:8]=1. The catalyst class is: 3. (2) Reactant: [CH2:1]([O:3][C:4]([C:6]1[N:7]=[CH:8][C:9]2[C:14]([C:15]=1[OH:16])=[CH:13][CH:12]=[C:11](Br)[CH:10]=2)=[O:5])[CH3:2].[C:18]1([NH:24][C:25]([NH2:27])=[O:26])[CH:23]=[CH:22][CH:21]=[CH:20][CH:19]=1.C(=O)([O-])[O-].[Cs+].[Cs+].CC1(C)C2C(=C(P(C3C=CC=CC=3)C3C=CC=CC=3)C=CC=2)OC2C(P(C3C=CC=CC=3)C3C=CC=CC=3)=CC=CC1=2. Product: [CH2:1]([O:3][C:4]([C:6]1[N:7]=[CH:8][C:9]2[C:14]([C:15]=1[OH:16])=[CH:13][CH:12]=[C:11]([NH:27][C:25]([NH:24][C:18]1[CH:23]=[CH:22][CH:21]=[CH:20][CH:19]=1)=[O:26])[CH:10]=2)=[O:5])[CH3:2]. The catalyst class is: 110. (3) Reactant: [CH:1]1([C@H:4]2[C@H:13]([CH3:14])[C@@H:12]([NH:15][C:16]3[CH:21]=[CH:20][CH:19]=[C:18]([CH3:22])[N:17]=3)[C:11]3[C:6](=[CH:7][CH:8]=[C:9]([O:23]C)[N:10]=3)[N:5]2[C:25](=[O:27])[CH3:26])[CH2:3][CH2:2]1.[I-].[Na+]. Product: [CH:1]1([C@H:4]2[C@H:13]([CH3:14])[C@@H:12]([NH:15][C:16]3[CH:21]=[CH:20][CH:19]=[C:18]([CH3:22])[N:17]=3)[C:11]3[C:6](=[CH:7][CH:8]=[C:9]([OH:23])[N:10]=3)[N:5]2[C:25](=[O:27])[CH3:26])[CH2:2][CH2:3]1. The catalyst class is: 10. (4) Reactant: Cl[C:2]1[N:3]=[N:4][CH:5]=[C:6]([O:8][CH3:9])[CH:7]=1.[CH2:10]([O:12][C:13]([C:15]1[CH:16]=[N:17][CH:18]=[C:19](B2OC(C)(C)C(C)(C)O2)[CH:20]=1)=[O:14])[CH3:11].C([O-])([O-])=O.[K+].[K+]. Product: [CH3:9][O:8][C:6]1[CH:7]=[C:2]([C:19]2[CH:18]=[N:17][CH:16]=[C:15]([CH:20]=2)[C:13]([O:12][CH2:10][CH3:11])=[O:14])[N:3]=[N:4][CH:5]=1. The catalyst class is: 128. (5) Reactant: Br[C:2]1[CH:3]=[CH:4][C:5]([O:10][CH:11]2[CH2:16][CH2:15][O:14][CH2:13][CH2:12]2)=[C:6]([CH:9]=1)[C:7]#[N:8].[B:17]1([B:17]2[O:21][C:20]([CH3:23])([CH3:22])[C:19]([CH3:25])([CH3:24])[O:18]2)[O:21][C:20]([CH3:23])([CH3:22])[C:19]([CH3:25])([CH3:24])[O:18]1.CC([O-])=O.[K+]. Product: [O:14]1[CH2:15][CH2:16][CH:11]([O:10][C:5]2[CH:4]=[CH:3][C:2]([B:17]3[O:21][C:20]([CH3:23])([CH3:22])[C:19]([CH3:25])([CH3:24])[O:18]3)=[CH:9][C:6]=2[C:7]#[N:8])[CH2:12][CH2:13]1. The catalyst class is: 75.